Dataset: Reaction yield outcomes from USPTO patents with 853,638 reactions. Task: Predict the reaction yield, written as a fraction of the theoretical maximum amount of product (1.0 means a 100% yield; for example, 0.34 means a 34% yield). (1) The reactants are [CH2:1]([O:8][C:9]([NH:11][C@@H:12]([CH2:16][C:17]1[CH:22]=[CH:21][C:20]([C:23]2[N:28]=[CH:27][C:26]([C:29]3[CH:34]=[CH:33][C:32]([O:35][CH2:36][CH2:37][CH2:38][CH2:39][CH2:40][CH2:41][CH3:42])=[CH:31][CH:30]=3)=[CH:25][N:24]=2)=[CH:19][CH:18]=1)[C:13]([OH:15])=O)=[O:10])[C:2]1[CH:7]=[CH:6][CH:5]=[CH:4][CH:3]=1.CC[N:45]([CH:49]([CH3:51])C)[CH:46](C)C.CN([C:55]([O:59]N1N=NC2C=CC=NC1=2)=[N+](C)C)C.F[P-](F)(F)(F)(F)F.C(O)(=O)C[C:78](CC(O)=O)(C(O)=O)[OH:79]. The catalyst is CN(C=O)C. The product is [CH2:1]([O:8][C:9]([NH:11][C@@H:12]([CH2:16][C:17]1[CH:18]=[CH:19][C:20]([C:23]2[N:24]=[CH:25][C:26]([C:29]3[CH:30]=[CH:31][C:32]([O:35][CH2:36][CH2:37][CH2:38][CH2:39][CH2:40][CH2:41][CH3:42])=[CH:33][CH:34]=3)=[CH:27][N:28]=2)=[CH:21][CH:22]=1)[C:13]([N:45]1[CH2:46][CH:51]([C:78]([O:59][CH3:55])=[O:79])[CH2:49]1)=[O:15])=[O:10])[C:2]1[CH:3]=[CH:4][CH:5]=[CH:6][CH:7]=1. The yield is 0.560. (2) The reactants are C([N:8]1[CH2:13][CH2:12][CH:11]([CH3:14])[CH:10]([N:15]([CH3:25])[C:16]2[C:17]3[CH:24]=[CH:23][NH:22][C:18]=3[N:19]=[CH:20][N:21]=2)[CH2:9]1)C1C=CC=CC=1. The catalyst is C(O)C.[OH-].[OH-].[Pd+2]. The product is [CH3:25][N:15]([CH:10]1[CH:11]([CH3:14])[CH2:12][CH2:13][NH:8][CH2:9]1)[C:16]1[C:17]2[CH:24]=[CH:23][NH:22][C:18]=2[N:19]=[CH:20][N:21]=1. The yield is 0.900. (3) The reactants are [CH2:1]1[C:6](=O)N(OC(ON2C(=O)CCC2=O)=O)C(=O)[CH2:2]1.[CH3:19]CN(CC)CC.[O:26]1[CH2:30][CH2:29][C@H:28]([O:31][C:32](=[O:41])[O:33][N:34]2[C:38](=[O:39])[CH2:37][CH2:36][C:35]2=[O:40])[CH2:27]1. The catalyst is CC#N. The product is [O:26]1[C:27]2([CH2:6][CH2:1][CH2:2][CH:28]2[O:31][C:32](=[O:41])[O:33][N:34]2[C:35](=[O:40])[CH2:36][CH2:37][C:38]2=[O:39])[CH2:19][CH2:29][CH2:30]1. The yield is 0.400. (4) The reactants are [Br:1][C:2]1[CH:7]=[CH:6][C:5]([C:8]2[CH:16]=[CH:15][CH:14]=[C:13]3[C:9]=2[CH2:10][C:11](=[O:17])[NH:12]3)=[CH:4][CH:3]=1.[CH2:18]([N:20]([CH2:34][CH3:35])[CH2:21][CH2:22][NH:23][C:24]([C:26]1[C:30]([CH3:31])=[C:29]([CH:32]=O)[NH:28][CH:27]=1)=[O:25])[CH3:19]. The catalyst is C(O)C.N1CCCCC1. The product is [CH2:34]([N:20]([CH2:18][CH3:19])[CH2:21][CH2:22][NH:23][C:24]([C:26]1[C:30]([CH3:31])=[C:29]([CH:32]=[C:10]2[C:9]3[C:13](=[CH:14][CH:15]=[CH:16][C:8]=3[C:5]3[CH:4]=[CH:3][C:2]([Br:1])=[CH:7][CH:6]=3)[NH:12][C:11]2=[O:17])[NH:28][CH:27]=1)=[O:25])[CH3:35]. The yield is 0.630.